This data is from Full USPTO retrosynthesis dataset with 1.9M reactions from patents (1976-2016). The task is: Predict the reactants needed to synthesize the given product. (1) Given the product [C:11]([OH:13])(=[O:12])[CH3:10].[NH:1]1[CH2:6][CH2:5][CH:4]([C@H:7]([OH:9])[CH3:8])[CH2:3][CH2:2]1, predict the reactants needed to synthesize it. The reactants are: [N:1]1[CH:6]=[CH:5][C:4]([C@H:7]([OH:9])[CH3:8])=[CH:3][CH:2]=1.[CH3:10][C:11]([OH:13])=[O:12]. (2) Given the product [Br:15][C:16]1[N:17]=[CH:18][C:19]([C:20]([N:11]2[CH2:12][CH2:13][CH:8]([O:7][C:4]3[CH:3]=[CH:2][C:1]([CH3:14])=[CH:6][CH:5]=3)[CH2:9][CH2:10]2)=[O:21])=[CH:23][CH:24]=1, predict the reactants needed to synthesize it. The reactants are: [C:1]1([CH3:14])[CH:6]=[CH:5][C:4]([O:7][CH:8]2[CH2:13][CH2:12][NH:11][CH2:10][CH2:9]2)=[CH:3][CH:2]=1.[Br:15][C:16]1[CH:24]=[CH:23][C:19]([C:20](O)=[O:21])=[CH:18][N:17]=1. (3) Given the product [Cl:3][C:4]1[C:5]([CH2:10][NH:11][CH:33]=[O:34])=[N:6][CH:7]=[CH:8][N:9]=1, predict the reactants needed to synthesize it. The reactants are: Cl.Cl.[Cl:3][C:4]1[C:5]([CH2:10][NH2:11])=[N:6][CH:7]=[CH:8][N:9]=1.Cl.CN(C)CCCN=C=NCC.C(N(C(C)C)CC)(C)C.[CH:33](O)=[O:34]. (4) Given the product [ClH:22].[CH:6]1[C:15]2[CH:14]=[CH:13][CH:12]=[C:11]([S:16]([Cl:22])(=[O:19])=[O:17])[C:10]=2[CH:9]=[CH:8][N:7]=1, predict the reactants needed to synthesize it. The reactants are: CN(C=O)C.[CH:6]1[C:15]2[CH:14]=[CH:13][CH:12]=[C:11]([S:16]([OH:19])(=O)=[O:17])[C:10]=2[CH:9]=[CH:8][N:7]=1.S(Cl)([Cl:22])=O. (5) Given the product [CH3:34][O:30][C:28](=[O:29])[CH2:27][C:24]1[CH:23]=[CH:22][C:21]([CH2:20][NH:19][CH2:18][CH2:17][CH2:16][N:6]2[C:5](=[O:31])[NH:4][C:3]3[C:7]2=[N:8][C:9]([O:11][CH2:12][CH2:13][CH2:14][CH3:15])=[N:10][C:2]=3[NH2:1])=[CH:26][CH:25]=1, predict the reactants needed to synthesize it. The reactants are: [NH2:1][C:2]1[N:10]=[C:9]([O:11][CH2:12][CH2:13][CH2:14][CH3:15])[N:8]=[C:7]2[C:3]=1[N:4]=[C:5]([O:31]C)[N:6]2[CH2:16][CH2:17][CH2:18][NH:19][CH2:20][C:21]1[CH:26]=[CH:25][C:24]([CH2:27][C:28]([OH:30])=[O:29])=[CH:23][CH:22]=1.Cl.[CH3:34]O.